From a dataset of NCI-60 drug combinations with 297,098 pairs across 59 cell lines. Regression. Given two drug SMILES strings and cell line genomic features, predict the synergy score measuring deviation from expected non-interaction effect. (1) Drug 1: CC1CCC2CC(C(=CC=CC=CC(CC(C(=O)C(C(C(=CC(C(=O)CC(OC(=O)C3CCCCN3C(=O)C(=O)C1(O2)O)C(C)CC4CCC(C(C4)OC)OP(=O)(C)C)C)C)O)OC)C)C)C)OC. Drug 2: CCC1=C2N=C(C=C(N2N=C1)NCC3=C[N+](=CC=C3)[O-])N4CCCCC4CCO. Cell line: NCI-H460. Synergy scores: CSS=55.5, Synergy_ZIP=0.0563, Synergy_Bliss=-0.0803, Synergy_Loewe=-1.29, Synergy_HSA=1.59. (2) Drug 1: CCC1=C2CN3C(=CC4=C(C3=O)COC(=O)C4(CC)O)C2=NC5=C1C=C(C=C5)O. Drug 2: CC1CCC2CC(C(=CC=CC=CC(CC(C(=O)C(C(C(=CC(C(=O)CC(OC(=O)C3CCCCN3C(=O)C(=O)C1(O2)O)C(C)CC4CCC(C(C4)OC)OCCO)C)C)O)OC)C)C)C)OC. Cell line: TK-10. Synergy scores: CSS=12.8, Synergy_ZIP=-1.60, Synergy_Bliss=2.15, Synergy_Loewe=4.27, Synergy_HSA=4.58. (3) Drug 1: CC1OCC2C(O1)C(C(C(O2)OC3C4COC(=O)C4C(C5=CC6=C(C=C35)OCO6)C7=CC(=C(C(=C7)OC)O)OC)O)O. Drug 2: C1C(C(OC1N2C=NC(=NC2=O)N)CO)O. Cell line: CCRF-CEM. Synergy scores: CSS=70.0, Synergy_ZIP=-0.997, Synergy_Bliss=-0.802, Synergy_Loewe=3.94, Synergy_HSA=5.33. (4) Drug 1: CC12CCC(CC1=CCC3C2CCC4(C3CC=C4C5=CN=CC=C5)C)O. Drug 2: CS(=O)(=O)C1=CC(=C(C=C1)C(=O)NC2=CC(=C(C=C2)Cl)C3=CC=CC=N3)Cl. Cell line: 786-0. Synergy scores: CSS=20.0, Synergy_ZIP=-4.27, Synergy_Bliss=2.35, Synergy_Loewe=2.33, Synergy_HSA=3.58. (5) Drug 1: C1=CC(=CC=C1CCC2=CNC3=C2C(=O)NC(=N3)N)C(=O)NC(CCC(=O)O)C(=O)O. Drug 2: CN(C)C1=NC(=NC(=N1)N(C)C)N(C)C. Cell line: HT29. Synergy scores: CSS=35.8, Synergy_ZIP=1.13, Synergy_Bliss=0.575, Synergy_Loewe=-27.9, Synergy_HSA=-3.25. (6) Drug 1: C(=O)(N)NO. Drug 2: CC(C)(C#N)C1=CC(=CC(=C1)CN2C=NC=N2)C(C)(C)C#N. Cell line: BT-549. Synergy scores: CSS=7.21, Synergy_ZIP=-2.35, Synergy_Bliss=-1.30, Synergy_Loewe=-0.927, Synergy_HSA=-2.17. (7) Drug 1: C1CC(C1)(C(=O)O)C(=O)O.[NH2-].[NH2-].[Pt+2]. Drug 2: C1=NC2=C(N=C(N=C2N1C3C(C(C(O3)CO)O)F)Cl)N. Cell line: SF-539. Synergy scores: CSS=12.5, Synergy_ZIP=-2.34, Synergy_Bliss=0.772, Synergy_Loewe=-1.77, Synergy_HSA=-1.65.